This data is from Catalyst prediction with 721,799 reactions and 888 catalyst types from USPTO. The task is: Predict which catalyst facilitates the given reaction. (1) Reactant: [OH:1][C:2]1[CH:7]=[CH:6][N:5]([C:8]2[S:9][C:10]([C:14]([O:16][CH2:17][CH3:18])=[O:15])=[C:11]([CH3:13])[N:12]=2)[C:4](=[O:19])[CH:3]=1.[H-].[Na+].Br[CH2:23][CH:24]1[CH2:26][CH2:25]1. Product: [CH:24]1([CH2:23][O:1][C:2]2[CH:7]=[CH:6][N:5]([C:8]3[S:9][C:10]([C:14]([O:16][CH2:17][CH3:18])=[O:15])=[C:11]([CH3:13])[N:12]=3)[C:4](=[O:19])[CH:3]=2)[CH2:26][CH2:25]1. The catalyst class is: 9. (2) Reactant: Cl[C:2]1[N:7]=[C:6]([NH:8][C:9]2[NH:13][N:12]=[CH:11][CH:10]=2)[CH:5]=[C:4]([CH3:14])[N:3]=1.[C:15]([O:19][C:20]([NH:22][C@@H:23]1[CH2:28][CH2:27][CH2:26][NH:25][CH2:24]1)=[O:21])([CH3:18])([CH3:17])[CH3:16].CCN(C(C)C)C(C)C. Product: [CH3:14][C:4]1[CH:5]=[C:6]([NH:8][C:9]2[NH:13][N:12]=[CH:11][CH:10]=2)[N:7]=[C:2]([N:25]2[CH2:26][CH2:27][CH2:28][C@@H:23]([NH:22][C:20](=[O:21])[O:19][C:15]([CH3:17])([CH3:16])[CH3:18])[CH2:24]2)[N:3]=1. The catalyst class is: 550. (3) Reactant: [Cl:1][C:2]1[C:10]([O:11][CH2:12][CH:13]2[O:15][CH2:14]2)=[CH:9][C:8]([C:16]2[N:17]([C:33]([O:35][C:36]([CH3:39])([CH3:38])[CH3:37])=[O:34])[C:18]3[C:23]([C:24]=2C)=[CH:22][C:21]([CH2:26][N:27]2[CH2:32][CH2:31][CH2:30][CH2:29][CH2:28]2)=[CH:20][CH:19]=3)=[C:7]2[C:3]=1[CH2:4][NH:5][C:6]2=[O:40].C1(C)C=CC=CC=1P(C1C=CC=CC=1C)C1C=CC=CC=1C.C(N(CC)CC)C. Product: [Cl:1][C:2]1[C:10]([O:11][CH2:12][CH:13]2[O:15][CH2:14]2)=[CH:9][C:8]([C:16]2[N:17]([C:33]([O:35][C:36]([CH3:38])([CH3:37])[CH3:39])=[O:34])[C:18]3[C:23]([CH:24]=2)=[CH:22][C:21]([CH2:26][N:27]2[CH2:28][CH2:29][CH2:30][CH2:31][CH2:32]2)=[CH:20][CH:19]=3)=[C:7]2[C:3]=1[CH2:4][NH:5][C:6]2=[O:40]. The catalyst class is: 524. (4) Reactant: [F:1][C:2]([F:12])([F:11])[C:3](=[O:10])[CH2:4][C:5]([O:7][CH2:8][CH3:9])=[O:6].C(O)[C:14]1[CH:19]=[CH:18]C=[CH:16][CH:15]=1. Product: [F:1][C:2]([F:11])([F:12])[C:3](=[O:10])[CH2:4][C:5]([O:7][CH2:8][C:9]1[CH:18]=[CH:19][CH:14]=[CH:15][CH:16]=1)=[O:6]. The catalyst class is: 11. (5) Reactant: [CH:1]1([S:6][C:7]2[S:8][C:9]([C:19]3[CH:23]=[CH:22][NH:21][N:20]=3)=[C:10]3[CH2:15][C:14]([CH3:17])([CH3:16])[CH2:13][C:12](=[O:18])[C:11]=23)[CH2:5][CH2:4][CH2:3][CH2:2]1.C(N(CC)CC)C.[C:31](Cl)(=[O:35])[CH2:32][CH2:33][CH3:34]. Product: [C:31]([N:21]1[CH:22]=[CH:23][C:19]([C:9]2[S:8][C:7]([S:6][CH:1]3[CH2:2][CH2:3][CH2:4][CH2:5]3)=[C:11]3[C:12](=[O:18])[CH2:13][C:14]([CH3:16])([CH3:17])[CH2:15][C:10]=23)=[N:20]1)(=[O:35])[CH2:32][CH2:33][CH3:34]. The catalyst class is: 4.